Dataset: Forward reaction prediction with 1.9M reactions from USPTO patents (1976-2016). Task: Predict the product of the given reaction. (1) Given the reactants [Cl:1][C:2]1[N:9]=[C:8]([NH:10][C:11]2[CH:15]=[C:14]([CH3:16])[NH:13][N:12]=2)[CH:7]=[C:6]([CH3:17])[C:3]=1[C:4]#[N:5].Cl.[F:19][C:20]1[CH:21]=[C:22]([CH:27]=[C:28]([F:30])[CH:29]=1)[O:23][CH2:24][CH2:25][NH2:26].C(=O)([O-])O.[Na+].CS(C)=O, predict the reaction product. The product is: [ClH:1].[F:19][C:20]1[CH:21]=[C:22]([CH:27]=[C:28]([F:30])[CH:29]=1)[O:23][CH2:24][CH2:25][NH:26][C:2]1[N:9]=[C:8]([NH:10][C:11]2[CH:15]=[C:14]([CH3:16])[NH:13][N:12]=2)[CH:7]=[C:6]([CH3:17])[C:3]=1[C:4]#[N:5]. (2) Given the reactants [CH3:1][O:2][C:3]1[CH:15]=[C:14]([O:16][CH3:17])[CH:13]=[CH:12][C:4]=1[CH2:5][C:6]1[NH:7][C:8](=[S:11])[NH:9][N:10]=1.Br.Br[CH2:20][C:21]1[CH:26]=[CH:25][CH:24]=[CH:23][N:22]=1, predict the reaction product. The product is: [CH3:1][O:2][C:3]1[CH:15]=[C:14]([O:16][CH3:17])[CH:13]=[CH:12][C:4]=1[CH2:5][C:6]1[NH:10][N:9]=[C:8]([S:11][CH2:20][C:21]2[CH:26]=[CH:25][CH:24]=[CH:23][N:22]=2)[N:7]=1. (3) Given the reactants Br[C:2]1[CH:7]=[CH:6][C:5]([CH3:8])=[CH:4][C:3]=1[Cl:9].CC1(C)C(C)(C)OB([C:18]2[CH:28]=[CH:27][CH:26]=[CH:25][C:19]=2[C:20]([O:22][CH2:23][CH3:24])=[O:21])O1.C1(C)C=CC=CC=1.P([O-])([O-])([O-])=O.[K+].[K+].[K+], predict the reaction product. The product is: [CH2:23]([O:22][C:20]([C:19]1[C:18]([C:2]2[CH:7]=[CH:6][C:5]([CH3:8])=[CH:4][C:3]=2[Cl:9])=[CH:28][CH:27]=[CH:26][CH:25]=1)=[O:21])[CH3:24]. (4) Given the reactants [Cl:1][C:2]1[CH:27]=[CH:26][C:5]([CH2:6][N:7]2[C:15]3[C:10](=[CH:11][C:12]([CH:16]=[C:17]4[S:21][CH:20](SCC)[NH:19][C:18]4=[O:25])=[CH:13][CH:14]=3)[CH:9]=[N:8]2)=[C:4]([C:28]([F:31])([F:30])[F:29])[CH:3]=1.[CH3:32][O:33][CH2:34][CH2:35][NH:36][CH2:37][CH2:38][O:39][CH3:40], predict the reaction product. The product is: [CH3:32][O:33][CH2:34][CH2:35][N:36]([CH2:37][CH2:38][O:39][CH3:40])[C:20]1[S:21][C:17](=[CH:16][C:12]2[CH:11]=[C:10]3[C:15](=[CH:14][CH:13]=2)[N:7]([CH2:6][C:5]2[CH:26]=[CH:27][C:2]([Cl:1])=[CH:3][C:4]=2[C:28]([F:30])([F:31])[F:29])[N:8]=[CH:9]3)[C:18](=[O:25])[N:19]=1. (5) Given the reactants [CH2:1]([O:3][C:4](=[O:7])[CH:5]=[CH2:6])[CH3:2].[CH3:8][NH2:9].[C:10]([O:14][C:15]([O:17]C(OC(C)(C)C)=O)=O)([CH3:13])([CH3:12])[CH3:11], predict the reaction product. The product is: [CH2:1]([O:3][C:4](=[O:7])[CH2:5][CH2:6][NH:9][CH2:8][C:15]([O:14][C:10]([CH3:13])([CH3:12])[CH3:11])=[O:17])[CH3:2]. (6) Given the reactants [CH3:1][C:2]1([CH3:15])[C:10]2[C:5](=[CH:6][CH:7]=[C:8]([C:11]([OH:13])=O)[CH:9]=2)[NH:4][C:3]1=[O:14].[CH2:16]1[C@H:25]2[C@H:20]([CH2:21][CH2:22][C:23]3[CH:29]=[CH:28][CH:27]=[CH:26][C:24]=32)[NH:19][CH2:18][CH2:17]1.F[P-](F)(F)(F)(F)F.N1(OC(N(C)C)=[N+](C)C)C2N=CC=CC=2N=N1, predict the reaction product. The product is: [CH2:16]1[C@H:25]2[C@H:20]([CH2:21][CH2:22][C:23]3[CH:29]=[CH:28][CH:27]=[CH:26][C:24]=32)[N:19]([C:11]([C:8]2[CH:9]=[C:10]3[C:5](=[CH:6][CH:7]=2)[NH:4][C:3](=[O:14])[C:2]3([CH3:1])[CH3:15])=[O:13])[CH2:18][CH2:17]1.